From a dataset of Peptide-MHC class II binding affinity with 134,281 pairs from IEDB. Regression. Given a peptide amino acid sequence and an MHC pseudo amino acid sequence, predict their binding affinity value. This is MHC class II binding data. (1) The peptide sequence is CGMFTNRSGSQQ. The MHC is DRB1_1101 with pseudo-sequence DRB1_1101. The binding affinity (normalized) is 0.382. (2) The peptide sequence is QELLDIANYLMEQIQ. The MHC is HLA-DQA10101-DQB10501 with pseudo-sequence HLA-DQA10101-DQB10501. The binding affinity (normalized) is 0.871. (3) The binding affinity (normalized) is 0.225. The MHC is DRB1_1501 with pseudo-sequence DRB1_1501. The peptide sequence is LSYRSLQPETFAVVD. (4) The peptide sequence is DKLTIEAIENYFLD. The MHC is HLA-DPA10201-DPB10501 with pseudo-sequence HLA-DPA10201-DPB10501. The binding affinity (normalized) is 0.211. (5) The peptide sequence is EKKYFAATHFEPLAA. The MHC is HLA-DQA10101-DQB10501 with pseudo-sequence HLA-DQA10101-DQB10501. The binding affinity (normalized) is 0.561. (6) The peptide sequence is DIDCWCYGVENVRVA. The MHC is DRB1_0901 with pseudo-sequence DRB1_0901. The binding affinity (normalized) is 0.610. (7) The peptide sequence is AAFSRMLSLFFRQHI. The MHC is DRB1_0405 with pseudo-sequence DRB1_0405. The binding affinity (normalized) is 0.620. (8) The peptide sequence is GPTATFEAMYLGTCQ. The MHC is HLA-DPA10301-DPB10402 with pseudo-sequence HLA-DPA10301-DPB10402. The binding affinity (normalized) is 0.392. (9) The peptide sequence is HLCGSHLVERL. The MHC is HLA-DQA10102-DQB10604 with pseudo-sequence HLA-DQA10102-DQB10604. The binding affinity (normalized) is 0.